Dataset: Buchwald-Hartwig C-N cross coupling reaction yields with 55,370 reactions. Task: Predict the reaction yield, written as a fraction of the theoretical maximum amount of product (1.0 means a 100% yield; for example, 0.34 means a 34% yield). (1) The reactants are FC(F)(F)c1ccc(I)cc1.Cc1ccc(N)cc1.O=S(=O)(O[Pd]1c2ccccc2-c2ccccc2N~1)C(F)(F)F.CC(C)c1cc(C(C)C)c(-c2ccccc2P(C2CCCCC2)C2CCCCC2)c(C(C)C)c1.CN(C)C(=NC(C)(C)C)N(C)C.Cc1cc(-n2cccc2)no1. No catalyst specified. The product is Cc1ccc(Nc2ccc(C(F)(F)F)cc2)cc1. The yield is 0.345. (2) The reactants are Brc1cccnc1.Cc1ccc(N)cc1.O=S(=O)(O[Pd]1c2ccccc2-c2ccccc2N~1)C(F)(F)F.COc1ccc(OC)c(P(C(C)(C)C)C(C)(C)C)c1-c1c(C(C)C)cc(C(C)C)cc1C(C)C.CN1CCCN2CCCN=C12.c1ccc(-c2cnoc2)cc1. No catalyst specified. The product is Cc1ccc(Nc2cccnc2)cc1. The yield is 0.800. (3) The reactants are Ic1ccccn1.Cc1ccc(N)cc1.O=S(=O)(O[Pd]1c2ccccc2-c2ccccc2N~1)C(F)(F)F.CC(C)c1cc(C(C)C)c(-c2ccccc2P(C(C)(C)C)C(C)(C)C)c(C(C)C)c1.CN(C)C(=NC(C)(C)C)N(C)C.Cc1cc(-c2ccccc2)on1. No catalyst specified. The product is Cc1ccc(Nc2ccccn2)cc1. The yield is 0.655. (4) The reactants are CCc1ccc(I)cc1.Cc1ccc(N)cc1.O=S(=O)(O[Pd]1c2ccccc2-c2ccccc2N~1)C(F)(F)F.COc1ccc(OC)c(P([C@]23C[C@H]4C[C@H](C[C@H](C4)C2)C3)[C@]23C[C@H]4C[C@H](C[C@H](C4)C2)C3)c1-c1c(C(C)C)cc(C(C)C)cc1C(C)C.CCN=P(N=P(N(C)C)(N(C)C)N(C)C)(N(C)C)N(C)C.c1ccc(CN(Cc2ccccc2)c2ccno2)cc1. No catalyst specified. The product is CCc1ccc(Nc2ccc(C)cc2)cc1. The yield is 0.493. (5) The reactants are Ic1cccnc1.Cc1ccc(N)cc1.O=S(=O)(O[Pd]1c2ccccc2-c2ccccc2N~1)C(F)(F)F.COc1ccc(OC)c(P(C(C)(C)C)C(C)(C)C)c1-c1c(C(C)C)cc(C(C)C)cc1C(C)C.CN(C)C(=NC(C)(C)C)N(C)C.COC(=O)c1ccno1. No catalyst specified. The product is Cc1ccc(Nc2cccnc2)cc1. The yield is 0.406. (6) The reactants are COc1ccc(I)cc1.Cc1ccc(N)cc1.O=S(=O)(O[Pd]1c2ccccc2-c2ccccc2N~1)C(F)(F)F.COc1ccc(OC)c(P([C@]23C[C@H]4C[C@H](C[C@H](C4)C2)C3)[C@]23C[C@H]4C[C@H](C[C@H](C4)C2)C3)c1-c1c(C(C)C)cc(C(C)C)cc1C(C)C.CCN=P(N=P(N(C)C)(N(C)C)N(C)C)(N(C)C)N(C)C.c1ccc(-c2cnoc2)cc1. No catalyst specified. The product is COc1ccc(Nc2ccc(C)cc2)cc1. The yield is 0.167.